From a dataset of Catalyst prediction with 721,799 reactions and 888 catalyst types from USPTO. Predict which catalyst facilitates the given reaction. (1) Reactant: [N:1]#[C:2]Br.[Cl:4][C:5]1[CH:10]=[CH:9][C:8]([CH2:11][NH2:12])=[CH:7][N:6]=1. Product: [Cl:4][C:5]1[N:6]=[CH:7][C:8]([CH2:11][NH:12][C:2]#[N:1])=[CH:9][CH:10]=1. The catalyst class is: 22. (2) Reactant: [OH:1][C:2]1[CH:9]=[CH:8][C:5]([C:6]#[N:7])=[CH:4][C:3]=1[CH2:10][CH2:11][CH3:12].[CH2:13](Br)[C:14]1[CH:19]=[CH:18][CH:17]=[CH:16][CH:15]=1.C([O-])([O-])=O.[Cs+].[Cs+]. Product: [CH2:13]([O:1][C:2]1[CH:9]=[CH:8][C:5]([C:6]#[N:7])=[CH:4][C:3]=1[CH2:10][CH2:11][CH3:12])[C:14]1[CH:19]=[CH:18][CH:17]=[CH:16][CH:15]=1. The catalyst class is: 18. (3) Reactant: [O:1]1[CH:5]=[CH:4][CH:3]=[C:2]1[C:6]1[O:7][C:8]([CH3:37])=[C:9]([CH2:11][O:12][C:13]2[CH:34]=[CH:33][C:16]([CH2:17][O:18][C:19]3[C:23]([C:24]([OH:26])=O)=[CH:22][N:21]([C:27]4[CH:32]=[CH:31][CH:30]=[CH:29][CH:28]=4)[N:20]=3)=[CH:15][C:14]=2[O:35][CH3:36])[N:10]=1.Cl.C([N:41]=C=NCCCN(C)C)C.CN(C)C=O. Product: [O:1]1[CH:5]=[CH:4][CH:3]=[C:2]1[C:6]1[O:7][C:8]([CH3:37])=[C:9]([CH2:11][O:12][C:13]2[CH:34]=[CH:33][C:16]([CH2:17][O:18][C:19]3[C:23]([C:24]([NH2:41])=[O:26])=[CH:22][N:21]([C:27]4[CH:28]=[CH:29][CH:30]=[CH:31][CH:32]=4)[N:20]=3)=[CH:15][C:14]=2[O:35][CH3:36])[N:10]=1. The catalyst class is: 6. (4) Reactant: [OH:1][CH2:2][C@H:3]1[CH2:7][CH2:6][N:5]([C:8]2[CH:15]=[C:14]([CH3:16])[CH:13]=[CH:12][C:9]=2[CH:10]=O)[CH2:4]1.[N:17]1([C:23]([O:25][C:26]([CH3:29])([CH3:28])[CH3:27])=[O:24])[CH2:22][CH2:21][NH:20][CH2:19][CH2:18]1.ClCCCl.[BH-](OC(C)=O)(OC(C)=O)OC(C)=O.[Na+]. Product: [OH:1][CH2:2][C@H:3]1[CH2:7][CH2:6][N:5]([C:8]2[CH:15]=[C:14]([CH3:16])[CH:13]=[CH:12][C:9]=2[CH2:10][N:20]2[CH2:19][CH2:18][N:17]([C:23]([O:25][C:26]([CH3:29])([CH3:28])[CH3:27])=[O:24])[CH2:22][CH2:21]2)[CH2:4]1. The catalyst class is: 6. (5) Reactant: [CH3:1][O:2][C:3](=[O:12])[CH2:4][C:5]1[CH:10]=[CH:9][CH:8]=[C:7]([OH:11])[CH:6]=1.C(=O)([O-])[O-].[K+].[K+].Cl[CH2:20][C:21]1[N:22]=[C:23]([C:27]2[CH:32]=[CH:31][CH:30]=[CH:29][CH:28]=2)[O:24][C:25]=1[CH3:26]. Product: [CH3:1][O:2][C:3](=[O:12])[CH2:4][C:5]1[CH:10]=[CH:9][CH:8]=[C:7]([O:11][CH2:20][C:21]2[N:22]=[C:23]([C:27]3[CH:32]=[CH:31][CH:30]=[CH:29][CH:28]=3)[O:24][C:25]=2[CH3:26])[CH:6]=1. The catalyst class is: 39. (6) Reactant: Cl[CH2:2][CH2:3][CH2:4][C:5]([C:7]1[CH:12]=[CH:11][C:10]([O:13][CH3:14])=[CH:9][CH:8]=1)=[O:6].[N-:15]=[N+:16]=[N-:17].[Na+]. Product: [N:15]([CH2:2][CH2:3][CH2:4][C:5]([C:7]1[CH:12]=[CH:11][C:10]([O:13][CH3:14])=[CH:9][CH:8]=1)=[O:6])=[N+:16]=[N-:17]. The catalyst class is: 3. (7) Reactant: [N+:1]([C:4]1[CH:5]=[CH:6][C:7]2[O:11][C:10]([C:12](O)=[O:13])=[CH:9][C:8]=2[CH:15]=1)([O-:3])=[O:2].CN1CCOCC1.C(Cl)(=O)OCC.[BH4-].[Na+].Cl. Product: [N+:1]([C:4]1[CH:5]=[CH:6][C:7]2[O:11][C:10]([CH2:12][OH:13])=[CH:9][C:8]=2[CH:15]=1)([O-:3])=[O:2]. The catalyst class is: 213. (8) Reactant: [CH3:1][O:2][C:3](=[O:19])[C:4]1[CH:9]=[CH:8][CH:7]=[C:6]([O:10][CH2:11][C:12]([O:14]C(C)(C)C)=[O:13])[CH:5]=1.FC(F)(F)C(O)=O. Product: [CH3:1][O:2][C:3](=[O:19])[C:4]1[CH:9]=[CH:8][CH:7]=[C:6]([O:10][CH2:11][C:12]([OH:14])=[O:13])[CH:5]=1. The catalyst class is: 2.